The task is: Predict the product of the given reaction.. This data is from Forward reaction prediction with 1.9M reactions from USPTO patents (1976-2016). Given the reactants [F:1][C:2]1[CH:3]=[C:4]([CH2:9][C@@H:10]([C:25]2[C:30]([C:31]3[CH:32]=[C:33]([CH:37]=[CH:38][CH:39]=3)[C:34]([NH2:36])=[O:35])=[CH:29][CH:28]=[CH:27][N:26]=2)[NH:11][C:12](=[O:24])[CH2:13][C:14]2[C:22]3[C:17](=[CH:18][CH:19]=[C:20](F)[CH:21]=3)[NH:16][CH:15]=2)[CH:5]=[C:6]([F:8])[CH:7]=1.F[C:41](F)(F)C(O)=O.N[C@H](C1C(C2C=C(C=CC=2)C(N)=O)=CC=CN=1)CC1C=C(F)C=C(F)C=1.CC1NC2C(C=1CC(O)=O)=CC=CC=2, predict the reaction product. The product is: [F:8][C:6]1[CH:5]=[C:4]([CH2:9][C@@H:10]([C:25]2[C:30]([C:31]3[CH:32]=[C:33]([CH:37]=[CH:38][CH:39]=3)[C:34]([NH2:36])=[O:35])=[CH:29][CH:28]=[CH:27][N:26]=2)[NH:11][C:12](=[O:24])[CH2:13][C:14]2[C:22]3[C:17](=[CH:18][CH:19]=[CH:20][CH:21]=3)[NH:16][C:15]=2[CH3:41])[CH:3]=[C:2]([F:1])[CH:7]=1.